Dataset: NCI-60 drug combinations with 297,098 pairs across 59 cell lines. Task: Regression. Given two drug SMILES strings and cell line genomic features, predict the synergy score measuring deviation from expected non-interaction effect. (1) Drug 1: C1C(C(OC1N2C=NC3=C(N=C(N=C32)Cl)N)CO)O. Drug 2: CC1=C(N=C(N=C1N)C(CC(=O)N)NCC(C(=O)N)N)C(=O)NC(C(C2=CN=CN2)OC3C(C(C(C(O3)CO)O)O)OC4C(C(C(C(O4)CO)O)OC(=O)N)O)C(=O)NC(C)C(C(C)C(=O)NC(C(C)O)C(=O)NCCC5=NC(=CS5)C6=NC(=CS6)C(=O)NCCC[S+](C)C)O. Cell line: U251. Synergy scores: CSS=52.5, Synergy_ZIP=-0.619, Synergy_Bliss=-1.92, Synergy_Loewe=4.99, Synergy_HSA=6.53. (2) Drug 1: C1=CC(=C2C(=C1NCCNCCO)C(=O)C3=C(C=CC(=C3C2=O)O)O)NCCNCCO. Drug 2: CC1OCC2C(O1)C(C(C(O2)OC3C4COC(=O)C4C(C5=CC6=C(C=C35)OCO6)C7=CC(=C(C(=C7)OC)O)OC)O)O. Cell line: SW-620. Synergy scores: CSS=60.2, Synergy_ZIP=0.128, Synergy_Bliss=-0.891, Synergy_Loewe=3.07, Synergy_HSA=6.03. (3) Drug 1: CN1CCC(CC1)COC2=C(C=C3C(=C2)N=CN=C3NC4=C(C=C(C=C4)Br)F)OC. Drug 2: CC(CN1CC(=O)NC(=O)C1)N2CC(=O)NC(=O)C2. Cell line: SK-MEL-2. Synergy scores: CSS=16.1, Synergy_ZIP=-6.19, Synergy_Bliss=2.94, Synergy_Loewe=0.748, Synergy_HSA=1.24. (4) Drug 1: CN(C)N=NC1=C(NC=N1)C(=O)N. Drug 2: CCC1(CC2CC(C3=C(CCN(C2)C1)C4=CC=CC=C4N3)(C5=C(C=C6C(=C5)C78CCN9C7C(C=CC9)(C(C(C8N6C=O)(C(=O)OC)O)OC(=O)C)CC)OC)C(=O)OC)O.OS(=O)(=O)O. Cell line: OVCAR3. Synergy scores: CSS=2.55, Synergy_ZIP=-6.16, Synergy_Bliss=-7.36, Synergy_Loewe=-11.6, Synergy_HSA=-7.84. (5) Drug 1: C1=NC2=C(N=C(N=C2N1C3C(C(C(O3)CO)O)F)Cl)N. Drug 2: N.N.Cl[Pt+2]Cl. Cell line: HOP-92. Synergy scores: CSS=61.5, Synergy_ZIP=-2.43, Synergy_Bliss=0.922, Synergy_Loewe=0.897, Synergy_HSA=1.31. (6) Drug 1: CS(=O)(=O)OCCCCOS(=O)(=O)C. Drug 2: C1CN(P(=O)(OC1)NCCCl)CCCl. Cell line: HOP-62. Synergy scores: CSS=3.87, Synergy_ZIP=-1.07, Synergy_Bliss=0.417, Synergy_Loewe=-0.616, Synergy_HSA=-1.45. (7) Drug 1: C1=CC=C(C(=C1)C(C2=CC=C(C=C2)Cl)C(Cl)Cl)Cl. Drug 2: C1=CN(C=N1)CC(O)(P(=O)(O)O)P(=O)(O)O. Cell line: PC-3. Synergy scores: CSS=0.0510, Synergy_ZIP=0.743, Synergy_Bliss=1.46, Synergy_Loewe=-0.556, Synergy_HSA=-0.372. (8) Drug 1: C1=CC(=CC=C1CCC2=CNC3=C2C(=O)NC(=N3)N)C(=O)NC(CCC(=O)O)C(=O)O. Drug 2: CC1=C(C(CCC1)(C)C)C=CC(=CC=CC(=CC(=O)O)C)C. Cell line: SN12C. Synergy scores: CSS=19.5, Synergy_ZIP=-7.23, Synergy_Bliss=-5.15, Synergy_Loewe=-4.88, Synergy_HSA=-1.32. (9) Drug 1: C1=CC(=CC=C1CCCC(=O)O)N(CCCl)CCCl. Drug 2: C1C(C(OC1N2C=NC3=C(N=C(N=C32)Cl)N)CO)O. Cell line: NCI-H322M. Synergy scores: CSS=-3.54, Synergy_ZIP=4.38, Synergy_Bliss=2.02, Synergy_Loewe=-0.154, Synergy_HSA=-1.13. (10) Drug 1: C1CN1C2=NC(=NC(=N2)N3CC3)N4CC4. Drug 2: CS(=O)(=O)OCCCCOS(=O)(=O)C. Cell line: UO-31. Synergy scores: CSS=11.8, Synergy_ZIP=-7.82, Synergy_Bliss=-1.55, Synergy_Loewe=-8.33, Synergy_HSA=-1.12.